This data is from Forward reaction prediction with 1.9M reactions from USPTO patents (1976-2016). The task is: Predict the product of the given reaction. (1) Given the reactants [Cl:1][C:2]1[CH:3]=[C:4]([C:9]2[CH2:13][C:12]([C:18]3[CH:27]=[CH:26][C:21]([C:22]([O:24]C)=[O:23])=[C:20]([N+:28]([O-:30])=[O:29])[CH:19]=3)([C:14]([F:17])([F:16])[F:15])[O:11][N:10]=2)[CH:5]=[C:6]([Cl:8])[CH:7]=1.[OH-].[Li+], predict the reaction product. The product is: [Cl:1][C:2]1[CH:3]=[C:4]([C:9]2[CH2:13][C:12]([C:18]3[CH:27]=[CH:26][C:21]([C:22]([OH:24])=[O:23])=[C:20]([N+:28]([O-:30])=[O:29])[CH:19]=3)([C:14]([F:15])([F:17])[F:16])[O:11][N:10]=2)[CH:5]=[C:6]([Cl:8])[CH:7]=1. (2) Given the reactants [CH3:1][C:2]1[CH:7]=[C:6]([OH:8])[CH:5]=[C:4]([CH3:9])[C:3]=1[OH:10].[C:11](Cl)(=[O:18])[C:12]1[CH:17]=[CH:16][CH:15]=[CH:14][CH:13]=1, predict the reaction product. The product is: [C:11]([O:8][C:6]1[CH:7]=[C:2]([CH3:1])[C:3]([OH:10])=[C:4]([CH3:9])[CH:5]=1)(=[O:18])[C:12]1[CH:17]=[CH:16][CH:15]=[CH:14][CH:13]=1. (3) Given the reactants [Cl:1]C(Cl)(O[C:5](=[O:11])[O:6][C:7](Cl)(Cl)Cl)Cl.[Cl:13][C:14]1[CH:15]=[CH:16][C:17](CO)=[C:18]([NH:20][CH:21]2[CH2:26][CH2:25][N:24](C(OC(C)(C)C)=O)[CH2:23][CH2:22]2)[CH:19]=1.C(N(CC)C(C)C)(C)C, predict the reaction product. The product is: [ClH:1].[Cl:13][C:14]1[CH:15]=[CH:16][C:17]2[CH2:7][O:6][C:5](=[O:11])[N:20]([CH:21]3[CH2:26][CH2:25][NH:24][CH2:23][CH2:22]3)[C:18]=2[CH:19]=1. (4) Given the reactants Br[C:2]1[CH:7]=[CH:6][CH:5]=[CH:4][N:3]=1.[CH2:8]([N:12]1[CH:20]=[C:19]2[C:14]([C:15]([Cl:21])=[CH:16][CH:17]=[CH:18]2)=[N:13]1)[CH2:9][C:10]#[CH:11], predict the reaction product. The product is: [Cl:21][C:15]1[C:14]2[C:19](=[CH:20][N:12]([CH2:8][CH2:9][C:10]#[C:11][C:2]3[CH:7]=[CH:6][CH:5]=[CH:4][N:3]=3)[N:13]=2)[CH:18]=[CH:17][CH:16]=1. (5) The product is: [CH:1]1([C:4]2[N:9]=[C:8]([NH2:10])[CH:7]=[CH:6][CH:5]=2)[CH2:3][CH2:2]1. Given the reactants [CH:1]([C:4]1[N:9]=[C:8]([NH2:10])[CH:7]=[CH:6][CH:5]=1)([CH3:3])[CH3:2].C1(C2N=C(NC(=O)C(C)(C)C)C=CC=2)CC1, predict the reaction product. (6) Given the reactants CC1(C)C(C)(C)OB([C:9]2[CH:10]=[CH:11][C:12]3[O:17][CH2:16][C:15](=[O:18])[NH:14][C:13]=3[CH:19]=2)O1.Br[C:22]1[C:23]([CH3:35])=[N:24][N:25]([CH3:34])[C:26]=1[C:27]1[CH:32]=[CH:31][C:30]([Cl:33])=[CH:29][CH:28]=1.C(=O)([O-])[O-].[Cs+].[Cs+], predict the reaction product. The product is: [Cl:33][C:30]1[CH:29]=[CH:28][C:27]([C:26]2[N:25]([CH3:34])[N:24]=[C:23]([CH3:35])[C:22]=2[C:9]2[CH:10]=[CH:11][C:12]3[O:17][CH2:16][C:15](=[O:18])[NH:14][C:13]=3[CH:19]=2)=[CH:32][CH:31]=1.